Task: Predict the product of the given reaction.. Dataset: Forward reaction prediction with 1.9M reactions from USPTO patents (1976-2016) Given the reactants C([O:3][P:4]([CH2:9][CH2:10][CH2:11][CH2:12][CH2:13][CH2:14][CH2:15][CH2:16][CH2:17][CH2:18][CH2:19][CH2:20][CH2:21][CH2:22][CH2:23][CH2:24][CH2:25][CH2:26][CH2:27][CH2:28][CH2:29][CH2:30][C:31]([F:43])([F:42])[C:32]([F:41])([F:40])[C:33]([F:39])([F:38])[C:34]([F:37])([F:36])[F:35])([O:6]CC)=[O:5])C.Br[Si](C)(C)C, predict the reaction product. The product is: [P:4]([CH2:9][CH2:10][CH2:11][CH2:12][CH2:13][CH2:14][CH2:15][CH2:16][CH2:17][CH2:18][CH2:19][CH2:20][CH2:21][CH2:22][CH2:23][CH2:24][CH2:25][CH2:26][CH2:27][CH2:28][CH2:29][CH2:30][C:31]([F:42])([F:43])[C:32]([F:40])([F:41])[C:33]([F:38])([F:39])[C:34]([F:35])([F:36])[F:37])([OH:6])([OH:5])=[O:3].